From a dataset of Full USPTO retrosynthesis dataset with 1.9M reactions from patents (1976-2016). Predict the reactants needed to synthesize the given product. (1) Given the product [CH2:27]1[C:28](=[O:29])[N:24]([Br:23])[C:25](=[O:30])[CH2:26]1.[Br:23][CH2:9][C:6]1[CH:7]=[CH:8][C:3]([C:1]#[N:2])=[CH:4][C:5]=1[F:10], predict the reactants needed to synthesize it. The reactants are: [C:1]([C:3]1[CH:8]=[CH:7][C:6]([CH3:9])=[C:5]([F:10])[CH:4]=1)#[N:2].CC(N=NC(C#N)(C)C)(C#N)C.[Br:23][N:24]1[C:28](=[O:29])[CH2:27][CH2:26][C:25]1=[O:30]. (2) Given the product [C:7]1([CH2:6][CH2:2][C:3]([OH:5])=[O:4])[CH:12]=[CH:11][CH:10]=[CH:9][CH:8]=1, predict the reactants needed to synthesize it. The reactants are: N[C@@H:2]([CH2:6][C:7]1[CH:12]=[CH:11][CH:10]=[CH:9][CH:8]=1)[C:3]([OH:5])=[O:4].Cl. (3) Given the product [SH:11][C@H:12]1[C:20]2[C:15](=[CH:16][CH:17]=[CH:18][CH:19]=2)[C@H:14]([N:21]2[C:29](=[O:30])[C:28]3[C:23](=[CH:24][CH:25]=[CH:26][CH:27]=3)[C:22]2=[O:31])[CH2:13]1, predict the reactants needed to synthesize it. The reactants are: [N+](C1C=CC=CC=1S[S:11][C@H:12]1[C:20]2[C:15](=[CH:16][CH:17]=[CH:18][CH:19]=2)[C@H:14]([N:21]2[C:29](=[O:30])[C:28]3[C:23](=[CH:24][CH:25]=[CH:26][CH:27]=3)[C:22]2=[O:31])[CH2:13]1)([O-])=O.C(=O)([O-])[O-].[K+].[K+].SC[C@H]([C@@H](CS)O)O.OP([O-])(O)=O.[K+]. (4) Given the product [OH:30][C@@H:6]1[CH2:5][C@@:4]2([CH3:3])[O:29][C@@:7]31[C@@H:15]1[C@@H:11]([N:12]([C:17]4[CH:24]=[CH:23][C:20]([C:21]#[N:22])=[C:19]([C:25]([F:26])([F:27])[F:28])[CH:18]=4)[C:13](=[O:16])[C@H:14]21)[O:10][CH2:9][CH2:8]3, predict the reactants needed to synthesize it. The reactants are: [BH4-].[Na+].[CH3:3][C@:4]12[O:29][C@:7]3([C@@H:15]4[C@@H:11]([N:12]([C:17]5[CH:24]=[CH:23][C:20]([C:21]#[N:22])=[C:19]([C:25]([F:28])([F:27])[F:26])[CH:18]=5)[C:13](=[O:16])[C@H:14]14)[O:10][CH2:9][CH2:8]3)[C:6](=[O:30])[CH2:5]2. (5) Given the product [CH3:19][O:20][C:21]1[CH:22]=[CH:23][C:24]2[N:25]([N:31]=[C:32]([C:44]3[CH:49]=[CH:48][CH:47]=[CH:46][CH:45]=3)[C:33]=2[CH2:34][C:35]2[O:39][C:38]([C:40]([O:42][CH3:43])=[O:41])=[CH:37][CH:36]=2)[CH:26]=1, predict the reactants needed to synthesize it. The reactants are: [F-].C([N+](CCCC)(CCCC)CCCC)CCC.[CH3:19][O:20][C:21]1[CH:22]=[CH:23][C:24]2[N:25]([N:31]=[C:32]([C:44]3[CH:49]=[CH:48][CH:47]=[CH:46][CH:45]=3)[C:33]=2[CH2:34][C:35]2[O:39][C:38]([C:40]([O:42][CH3:43])=[O:41])=[CH:37][CH:36]=2)[C:26]=1[Si](C)(C)C.[Cl-].[NH4+]. (6) Given the product [ClH:32].[NH:15]1[CH2:16][CH2:17][CH2:18][C@@H:13]([C:1]2[N:5]3[C:6]4[CH:12]=[CH:11][NH:10][C:7]=4[N:8]=[CH:9][C:4]3=[CH:3][N:2]=2)[CH2:14]1, predict the reactants needed to synthesize it. The reactants are: [C:1]1([C@@H:13]2[CH2:18][CH2:17][CH2:16][N:15](C(OC(C)(C)C)=O)[CH2:14]2)[N:5]2[C:6]3[CH:12]=[CH:11][NH:10][C:7]=3[N:8]=[CH:9][C:4]2=[CH:3][N:2]=1.O1CCOCC1.[ClH:32]. (7) Given the product [Br:1][C:2]1[CH:3]=[C:4]([CH:8]([NH:13][C:14]([C:16]2[CH:17]=[N:18][N:19]([C:22]3[CH:27]=[CH:26][C:25]([Cl:28])=[C:24]([Cl:29])[CH:23]=3)[C:20]=2[CH3:21])=[O:15])[CH2:9][C:10](=[O:11])[N:32]([CH2:33][CH3:34])[CH2:30][CH3:31])[CH:5]=[CH:6][CH:7]=1, predict the reactants needed to synthesize it. The reactants are: [Br:1][C:2]1[CH:3]=[C:4]([CH:8]([NH:13][C:14]([C:16]2[CH:17]=[N:18][N:19]([C:22]3[CH:27]=[CH:26][C:25]([Cl:28])=[C:24]([Cl:29])[CH:23]=3)[C:20]=2[CH3:21])=[O:15])[CH2:9][C:10](Cl)=[O:11])[CH:5]=[CH:6][CH:7]=1.[CH2:30]([NH:32][CH2:33][CH3:34])[CH3:31].